This data is from Forward reaction prediction with 1.9M reactions from USPTO patents (1976-2016). The task is: Predict the product of the given reaction. (1) Given the reactants [CH2:1]([O:8][C:9]1[CH:14]=[CH:13][C:12]([NH2:15])=[C:11]([CH:16]=[C:17](Br)Br)[CH:10]=1)[C:2]1[CH:7]=[CH:6][CH:5]=[CH:4][CH:3]=1.[C:20]1(B(O)O)[CH:25]=[CH:24][CH:23]=[CH:22][CH:21]=1.[O-]P([O-])([O-])=O.[K+].[K+].[K+].O, predict the reaction product. The product is: [CH2:1]([O:8][C:9]1[CH:10]=[C:11]2[C:12](=[CH:13][CH:14]=1)[NH:15][C:17]([C:20]1[CH:25]=[CH:24][CH:23]=[CH:22][CH:21]=1)=[CH:16]2)[C:2]1[CH:7]=[CH:6][CH:5]=[CH:4][CH:3]=1. (2) The product is: [CH3:32][O:31][C:27](=[O:30])[CH2:28][CH2:29][N:12]1[C:11]2[CH:10]=[CH:9][CH:8]=[C:7]([CH:1]3[CH2:2][CH2:3][CH2:4][CH2:5][CH2:6]3)[C:16]=2[O:15][CH:14]([CH:17]([CH3:18])[CH3:19])[C:13]1=[O:20]. Given the reactants [CH:1]1([C:7]2[C:16]3[O:15][CH:14]([CH:17]([CH3:19])[CH3:18])[C:13](=[O:20])[NH:12][C:11]=3[CH:10]=[CH:9][CH:8]=2)[CH2:6][CH2:5][CH2:4][CH2:3][CH2:2]1.C(=O)([O-])[O-].[K+].[K+].[C:27]([O:31][CH3:32])(=[O:30])[CH:28]=[CH2:29].C(O)(=O)CC(CC(O)=O)(C(O)=O)O, predict the reaction product.